This data is from Full USPTO retrosynthesis dataset with 1.9M reactions from patents (1976-2016). The task is: Predict the reactants needed to synthesize the given product. (1) Given the product [F:31][C:30]([F:33])([F:32])[C:28]([NH:1][C@@:2]1([C:11]([O:13][CH2:14][CH3:15])=[O:12])[C:10]2[C:5](=[CH:6][CH:7]=[CH:8][CH:9]=2)[CH2:4][CH2:3]1)=[O:27], predict the reactants needed to synthesize it. The reactants are: [NH2:1][C:2]1([C:11]([O:13][CH2:14][CH3:15])=[O:12])[C:10]2[C:5](=[CH:6][CH:7]=[CH:8][CH:9]=2)[CH2:4][CH2:3]1.C(C(OCCCC)=O)CCC.[O:27](C(C(F)(F)F)=O)[C:28]([C:30]([F:33])([F:32])[F:31])=O. (2) Given the product [N:10]1([C:7]2[N:8]=[CH:9][C:4]([CH2:2][CH2:3][OH:1])=[CH:5][CH:6]=2)[CH:14]=[N:13][N:12]=[N:11]1, predict the reactants needed to synthesize it. The reactants are: [O:1]1[CH2:3][CH:2]1[C:4]1[CH:5]=[CH:6][C:7]([N:10]2[CH:14]=[N:13][N:12]=[N:11]2)=[N:8][CH:9]=1.C([O-])=O.[NH4+]. (3) Given the product [CH2:1]([C:5]1[N:6]=[C:7]2[CH:22]=[CH:21][CH:20]=[CH:19][N:8]2[C:9](=[O:18])[C:10]=1[C:11]1[CH:12]=[C:13]([NH:45][CH:46]2[CH2:50][CH2:49][N:48]([C:51]([O:53][C:54]([CH3:57])([CH3:56])[CH3:55])=[O:52])[CH2:47]2)[CH:14]=[CH:15][CH:16]=1)[CH2:2][CH2:3][CH3:4], predict the reactants needed to synthesize it. The reactants are: [CH2:1]([C:5]1[N:6]=[C:7]2[CH:22]=[CH:21][CH:20]=[CH:19][N:8]2[C:9](=[O:18])[C:10]=1[C:11]1[CH:16]=[CH:15][CH:14]=[C:13](Cl)[CH:12]=1)[CH2:2][CH2:3][CH3:4].C(C1N=C2C=CC=CN2C(=O)C=1C1C=CC(Cl)=CC=1)CCC.[NH2:45][CH:46]1[CH2:50][CH2:49][N:48]([C:51]([O:53][C:54]([CH3:57])([CH3:56])[CH3:55])=[O:52])[CH2:47]1.NC1CCCN(C(OC(C)(C)C)=O)C1. (4) Given the product [OH:1][CH2:2][C:3]1[CH:8]=[CH:7][C:6]([O:9][CH2:18][C:19]([O:21][CH2:22][CH3:23])=[O:20])=[C:5]([CH3:10])[CH:4]=1, predict the reactants needed to synthesize it. The reactants are: [OH:1][CH2:2][C:3]1[CH:8]=[CH:7][C:6]([OH:9])=[C:5]([CH3:10])[CH:4]=1.C(=O)([O-])[O-].[Cs+].[Cs+].Br[CH2:18][C:19]([O:21][CH2:22][CH3:23])=[O:20]. (5) The reactants are: C([O:4][CH2:5]/[CH:6]=[CH:7]/[CH2:8][O:9][CH2:10][C:11]1[CH:16]=[C:15]([O:17][CH2:18][C:19]2[CH:24]=[CH:23][C:22]([O:25][CH3:26])=[CH:21][CH:20]=2)[CH:14]=[CH:13][C:12]=1Br)(=O)C. Given the product [CH3:26][O:25][C:22]1[CH:21]=[CH:20][C:19]([CH2:18][O:17][C:15]2[CH:16]=[C:11]3[C:12]([CH:7]([CH2:6][CH:5]=[O:4])[CH2:8][O:9][CH2:10]3)=[CH:13][CH:14]=2)=[CH:24][CH:23]=1, predict the reactants needed to synthesize it. (6) The reactants are: [NH2:1][CH:2]([CH2:7][C:8]1[CH:9]=[C:10]2[C:15](=[CH:16][CH:17]=1)[N:14]=[C:13]([O:18][C:19]1[CH:24]=[CH:23][CH:22]=[CH:21][CH:20]=1)[CH:12]=[CH:11]2)[C:3]([O:5][CH3:6])=[O:4].CCN(CC)CC.[Cl:32][C:33]1[CH:38]=[CH:37][CH:36]=[C:35]([Cl:39])[C:34]=1[C:40](Cl)=[O:41].C([O-])(O)=O.[Na+]. Given the product [Cl:32][C:33]1[CH:38]=[CH:37][CH:36]=[C:35]([Cl:39])[C:34]=1[C:40]([NH:1][CH:2]([CH2:7][C:8]1[CH:9]=[C:10]2[C:15](=[CH:16][CH:17]=1)[N:14]=[C:13]([O:18][C:19]1[CH:24]=[CH:23][CH:22]=[CH:21][CH:20]=1)[CH:12]=[CH:11]2)[C:3]([O:5][CH3:6])=[O:4])=[O:41], predict the reactants needed to synthesize it. (7) Given the product [CH3:27][C@@H:25]1[O:26][C@H:21]([O:20][P:17]([O:16][P:13]([O:12][CH2:11][C@H:9]2[O:10][C@@H:6]([N:5]3[C:4]4[NH:34][C:35]([NH2:39])=[N:36][C:37](=[O:38])[C:3]=4[N:2]=[CH:1]3)[C@H:7]([OH:33])[C@@H:8]2[OH:32])([OH:15])=[O:14])([OH:19])=[O:18])[C@@H:22]([OH:31])[C@H:23]([OH:30])[C@@H:24]1[OH:29], predict the reactants needed to synthesize it. The reactants are: [CH:1]1[N:5]([C@@H:6]2[O:10][C@H:9]([CH2:11][O:12][P:13]([O:16][P:17]([O:20][C@H:21]3[O:26][C@H:25]([CH2:27]O)[C@@H:24]([OH:29])[C@H:23]([OH:30])[C@@H:22]3[OH:31])([OH:19])=[O:18])([OH:15])=[O:14])[C@@H:8]([OH:32])[C@H:7]2[OH:33])[C:4]2[NH:34][C:35]([NH2:39])=[N:36][C:37](=[O:38])[C:3]=2[N:2]=1.C[C@H]1O[C@H](OP(OP(OC[C@H]2O[C@@H](N3C4NC(N)=NC(=O)C=4N=C3)[C@H](O)[C@@H]2O)(O)=O)(O)=O)[C@@H](O)[C@@H](O)C1=O. (8) Given the product [NH3:4].[CH3:34][OH:35].[CH3:2][C:3]1([CH3:22])[CH2:11][C@H:10]([NH:12][C:13]2[C:18]([C:19]#[N:20])=[CH:17][N:16]=[C:15]([NH:23][C:24]3[CH:25]=[CH:26][C:27]([O:37][C:38]([CH3:49])([CH3:48])[CH2:39][OH:40])=[C:28]([N:30]4[C:34](=[O:35])[N:33]([CH3:36])[N:32]=[N:31]4)[CH:29]=3)[N:14]=2)[CH2:9][C@H:8]2[N:4]1[CH2:5][CH2:6][CH2:7]2, predict the reactants needed to synthesize it. The reactants are: Cl.[CH3:2][C:3]1([CH3:22])[CH2:11][C@H:10]([NH:12][C:13]2[C:18]([C:19]#[N:20])=[CH:17][N:16]=[C:15](Cl)[N:14]=2)[CH2:9][C@H:8]2[N:4]1[CH2:5][CH2:6][CH2:7]2.[NH2:23][C:24]1[CH:25]=[CH:26][C:27]([O:37][C:38]([CH3:49])([CH3:48])[CH2:39][O:40][Si](C(C)(C)C)(C)C)=[C:28]([N:30]2[C:34](=[O:35])[N:33]([CH3:36])[N:32]=[N:31]2)[CH:29]=1. (9) Given the product [CH2:33]([NH:32][C:30]([NH:29][CH2:28][C:24]1[CH:23]=[C:22]([C:19]2[CH:20]=[CH:21][C:16]([C:2]([CH3:15])([CH2:3][CH2:4][CH2:5][CH2:6][CH2:7][N:9]3[CH2:14][CH2:13][O:12][CH2:11][CH2:10]3)[CH3:1])=[CH:17][C:18]=2[OH:35])[CH:27]=[CH:26][CH:25]=1)=[O:31])[CH3:34], predict the reactants needed to synthesize it. The reactants are: [CH3:1][C:2]([C:16]1[CH:21]=[CH:20][C:19]([C:22]2[CH:27]=[CH:26][CH:25]=[C:24]([CH2:28][NH:29][C:30]([NH:32][CH2:33][CH3:34])=[O:31])[CH:23]=2)=[C:18]([OH:35])[CH:17]=1)([CH3:15])[CH2:3][CH2:4][CH2:5][CH2:6][C:7]([N:9]1[CH2:14][CH2:13][O:12][CH2:11][CH2:10]1)=O.[H-].[Al+3].[Li+].[H-].[H-].[H-].